The task is: Predict the reactants needed to synthesize the given product.. This data is from Full USPTO retrosynthesis dataset with 1.9M reactions from patents (1976-2016). (1) Given the product [CH2:13]([O:15][C:16](=[O:21])[CH:17]([O:12][C:8]1[CH:9]=[C:10]2[C:5](=[CH:6][CH:7]=1)[N:4]=[CH:3][C:2]([Br:1])=[CH:11]2)[CH2:18][CH3:19])[CH3:14], predict the reactants needed to synthesize it. The reactants are: [Br:1][C:2]1[CH:3]=[N:4][C:5]2[C:10]([CH:11]=1)=[CH:9][C:8]([OH:12])=[CH:7][CH:6]=2.[CH2:13]([O:15][C:16](=[O:21])[CH:17](Br)[CH2:18][CH3:19])[CH3:14].C(=O)([O-])[O-].[K+].[K+]. (2) Given the product [F:1][C:2]1[CH:7]=[CH:6][C:5]([CH2:8][C:9]2[CH:18]=[C:17]3[C:12]([C:13]([OH:24])=[C:14]([C:20]([NH:38][CH2:37][CH2:36][CH2:35][N:29]4[CH2:34][CH2:33][O:32][CH2:31][CH2:30]4)=[O:21])[C:15](=[O:19])[NH:16]3)=[N:11][CH:10]=2)=[C:4]([C:25]([F:27])([F:26])[F:28])[CH:3]=1, predict the reactants needed to synthesize it. The reactants are: [F:1][C:2]1[CH:7]=[CH:6][C:5]([CH2:8][C:9]2[CH:18]=[C:17]3[C:12]([C:13]([OH:24])=[C:14]([C:20](OC)=[O:21])[C:15](=[O:19])[NH:16]3)=[N:11][CH:10]=2)=[C:4]([C:25]([F:28])([F:27])[F:26])[CH:3]=1.[N:29]1([CH2:35][CH2:36][CH2:37][NH2:38])[CH2:34][CH2:33][O:32][CH2:31][CH2:30]1. (3) Given the product [Br:8][C:9]1[CH:10]=[C:11]([CH:12]=[CH:13][CH:14]=1)[O:15][C:2]1[CH:7]=[CH:6][CH:5]=[CH:4][N:3]=1, predict the reactants needed to synthesize it. The reactants are: Br[C:2]1[CH:7]=[CH:6][CH:5]=[CH:4][N:3]=1.[Br:8][C:9]1[CH:10]=[C:11]([OH:15])[CH:12]=[CH:13][CH:14]=1.C([O-])([O-])=O.[K+].[K+]. (4) Given the product [Cl:1][C:2]1[C:3]([C:12]2[CH:17]=[CH:16][C:15]([NH:18][C:22]([C:21]3[CH:25]=[CH:26][CH:27]=[CH:28][C:20]=3[F:19])=[O:23])=[CH:14][CH:13]=2)=[CH:4][C:5]2[O:9][C:8]([CH3:10])=[N:7][C:6]=2[CH:11]=1, predict the reactants needed to synthesize it. The reactants are: [Cl:1][C:2]1[C:3]([C:12]2[CH:17]=[CH:16][C:15]([NH2:18])=[CH:14][CH:13]=2)=[CH:4][C:5]2[O:9][C:8]([CH3:10])=[N:7][C:6]=2[CH:11]=1.[F:19][C:20]1[CH:28]=[CH:27][CH:26]=[CH:25][C:21]=1[C:22](Cl)=[O:23].CCN(C(C)C)C(C)C.C([O-])(O)=O.[Na+].C(Cl)Cl. (5) The reactants are: [CH3:1][O:2][C:3]1[CH:4]=[C:5]2[C:10](=[CH:11][C:12]=1[O:13][CH3:14])[N:9]=[CH:8][CH:7]=[C:6]2[O:15][C:16]1[CH:22]=[CH:21][C:19]([NH2:20])=[CH:18][CH:17]=1.C1(C)C=CC=CC=1.C(N(CC)CC)C.Cl[C:38](Cl)([O:40]C(=O)OC(Cl)(Cl)Cl)Cl.[Br:49][C:50]1[CH:58]=[CH:57][CH:56]=[CH:55][C:51]=1[CH:52]([OH:54])[CH3:53]. Given the product [CH3:1][O:2][C:3]1[CH:4]=[C:5]2[C:10](=[CH:11][C:12]=1[O:13][CH3:14])[N:9]=[CH:8][CH:7]=[C:6]2[O:15][C:16]1[CH:22]=[CH:21][C:19]([NH:20][C:38](=[O:40])[O:54][CH:52]([C:51]2[CH:55]=[CH:56][CH:57]=[CH:58][C:50]=2[Br:49])[CH3:53])=[CH:18][CH:17]=1, predict the reactants needed to synthesize it. (6) The reactants are: [C:1]1([C:7]2[O:11][N:10]=[C:9]([C:12]3[O:16][N:15]=[C:14]4[C:17]5[C:22]([CH2:23][CH2:24][C:13]=34)=[CH:21][C:20]([CH:25]=C)=[CH:19][CH:18]=5)[C:8]=2[C:27]([F:30])([F:29])[F:28])[CH:6]=[CH:5][CH:4]=[CH:3][CH:2]=1.C[N+]1([O-])CC[O:35]CC1.I([O-])(=O)(=O)=O.[Na+]. Given the product [C:1]1([C:7]2[O:11][N:10]=[C:9]([C:12]3[O:16][N:15]=[C:14]4[C:17]5[C:22]([CH2:23][CH2:24][C:13]=34)=[CH:21][C:20]([CH:25]=[O:35])=[CH:19][CH:18]=5)[C:8]=2[C:27]([F:28])([F:30])[F:29])[CH:6]=[CH:5][CH:4]=[CH:3][CH:2]=1, predict the reactants needed to synthesize it. (7) The reactants are: [C:1]([N:4]1[C:12]2[C:7](=[CH:8][CH:9]=[C:10]([F:13])[CH:11]=2)[CH2:6][C:5]1=[O:14])(=[O:3])[CH3:2].[CH2:15]([O:17][C:18]([CH2:20][CH2:21][C:22]1[CH:23]=[C:24]([CH:28]=[CH:29][CH:30]=1)[C:25](O)=[O:26])=[O:19])[CH3:16]. Given the product [C:1]([N:4]1[C:12]2[C:7](=[CH:8][CH:9]=[C:10]([F:13])[CH:11]=2)[C:6](=[C:25]([OH:26])[C:24]2[CH:28]=[CH:29][CH:30]=[C:22]([CH2:21][CH2:20][C:18]([O:17][CH2:15][CH3:16])=[O:19])[CH:23]=2)[C:5]1=[O:14])(=[O:3])[CH3:2], predict the reactants needed to synthesize it.